From a dataset of Forward reaction prediction with 1.9M reactions from USPTO patents (1976-2016). Predict the product of the given reaction. (1) Given the reactants [CH2:1]([O:8][C:9]1[CH:33]=[CH:32][C:12]([CH2:13][N:14]([CH2:24][CH2:25][C:26]2[CH:31]=[CH:30][CH:29]=[CH:28][N:27]=2)[C:15](=[O:23])[C:16]2[CH:21]=[CH:20][CH:19]=[CH:18][C:17]=2[Cl:22])=[CH:11][C:10]=1[OH:34])[C:2]1[CH:7]=[CH:6][CH:5]=[CH:4][CH:3]=1.C([O-])([O-])=O.[K+].[K+].Br[CH2:42][C:43]([O:45][CH3:46])=[O:44], predict the reaction product. The product is: [CH2:1]([O:8][C:9]1[CH:33]=[CH:32][C:12]([CH2:13][N:14]([CH2:24][CH2:25][C:26]2[CH:31]=[CH:30][CH:29]=[CH:28][N:27]=2)[C:15](=[O:23])[C:16]2[CH:21]=[CH:20][CH:19]=[CH:18][C:17]=2[Cl:22])=[CH:11][C:10]=1[O:34][CH2:42][C:43]([O:45][CH3:46])=[O:44])[C:2]1[CH:7]=[CH:6][CH:5]=[CH:4][CH:3]=1. (2) Given the reactants [Cl:1][C:2]1[C:7]([F:8])=[C:6]([O:9][CH3:10])[CH:5]=[CH:4][C:3]=1[CH:11]([NH:19][C:20]1[CH:29]=[C:28]([F:30])[CH:27]=[C:26]2[C:21]=1[CH:22]=[CH:23][C:24](=[O:31])[NH:25]2)[C:12]1([C:15]([F:18])([F:17])[F:16])[CH2:14][O:13]1.C(=O)([O-])[O-].[Cs+].[Cs+].[CH3:38][SH:39].O, predict the reaction product. The product is: [Cl:1][C:2]1[C:7]([F:8])=[C:6]([O:9][CH3:10])[CH:5]=[CH:4][C:3]=1[CH:11]([NH:19][C:20]1[CH:29]=[C:28]([F:30])[CH:27]=[C:26]2[C:21]=1[CH:22]=[CH:23][C:24](=[O:31])[NH:25]2)[C:12]([OH:13])([CH2:14][S:39][CH3:38])[C:15]([F:18])([F:17])[F:16]. (3) The product is: [NH2:23][C:21]1[CH:20]=[CH:19][N:18]=[C:6]([N:8]2[CH2:13][CH2:12][C@H:11]([OH:14])[C@H:10]([F:15])[CH2:9]2)[N:22]=1. Given the reactants C(O[C:6]([N:8]1[CH2:13][CH2:12][C@H:11]([OH:14])[C@H:10]([F:15])[CH2:9]1)=O)(C)(C)C.ClC1[N:22]=[C:21]([NH2:23])[CH:20]=[CH:19][N:18]=1.C(N(CC)CC)C, predict the reaction product. (4) Given the reactants [NH2:1][CH:2]1[CH2:7][CH2:6][N:5]([CH2:8][CH2:9][N:10]2[C:19]3[C:14](=[CH:15][CH:16]=[C:17]([F:20])[CH:18]=3)[N:13]=[CH:12][C:11]2=[O:21])[CH2:4][CH2:3]1.[O:22]=[C:23]1[CH2:28][O:27][C:26]2[CH:29]=[CH:30][C:31]([CH:33]=O)=[N:32][C:25]=2[NH:24]1.C(O[BH-](OC(=O)C)OC(=O)C)(=O)C.[Na+], predict the reaction product. The product is: [F:20][C:17]1[CH:18]=[C:19]2[C:14]([N:13]=[CH:12][C:11](=[O:21])[N:10]2[CH2:9][CH2:8][N:5]2[CH2:4][CH2:3][CH:2]([NH:1][CH2:33][C:31]3[CH:30]=[CH:29][C:26]4[O:27][CH2:28][C:23](=[O:22])[NH:24][C:25]=4[N:32]=3)[CH2:7][CH2:6]2)=[CH:15][CH:16]=1. (5) Given the reactants [N+:1]([C:4]1[CH:15]=[CH:14][C:7]2[C:8](=[O:13])[NH:9][S:10](=[O:12])(=[O:11])[C:6]=2[CH:5]=1)([O-])=O, predict the reaction product. The product is: [NH2:1][C:4]1[CH:15]=[CH:14][C:7]2[C:8](=[O:13])[NH:9][S:10](=[O:12])(=[O:11])[C:6]=2[CH:5]=1. (6) Given the reactants Br[CH:2]([CH2:14][CH3:15])[C:3]([NH:5][O:6][CH2:7][C:8]1[CH:13]=[CH:12][CH:11]=[CH:10][CH:9]=1)=[O:4].[O:16]1[CH:20]=[CH:19][CH:18]=[CH:17]1.[C:21](OCC)(=O)C, predict the reaction product. The product is: [CH2:14]([C@H:2]1[C@@H:21]2[C:20](=[O:16])[C@H:19]([CH:18]=[CH:17]2)[N:5]([O:6][CH2:7][C:8]2[CH:13]=[CH:12][CH:11]=[CH:10][CH:9]=2)[C:3]1=[O:4])[CH3:15].